This data is from Forward reaction prediction with 1.9M reactions from USPTO patents (1976-2016). The task is: Predict the product of the given reaction. (1) Given the reactants [ClH:1].O1CCOCC1.C(OC([N:15]1[CH2:20][CH2:19][N:18]([CH2:21][CH2:22][F:23])[CH2:17][CH2:16]1)=O)(C)(C)C, predict the reaction product. The product is: [ClH:1].[F:23][CH2:22][CH2:21][N:18]1[CH2:19][CH2:20][NH:15][CH2:16][CH2:17]1. (2) Given the reactants Cl[C:2]1[N:3]=[CH:4][C:5]([O:32][CH3:33])=[C:6]2[C:10]([C:11](=[O:31])[C:12]([N:14]3[CH2:19][CH2:18][N:17]([C:20]4[N:24]([C:25]5[CH:30]=[CH:29][CH:28]=[CH:27][CH:26]=5)[N:23]=[N:22][N:21]=4)[CH2:16][CH2:15]3)=[O:13])=[CH:9][NH:8][C:7]=12.C([Sn](CCCC)(CCCC)[C:39]1[CH:43]=[C:42]([CH2:44][OH:45])[NH:41][N:40]=1)CCC, predict the reaction product. The product is: [OH:45][CH2:44][C:42]1[NH:41][N:40]=[C:39]([C:2]2[N:3]=[CH:4][C:5]([O:32][CH3:33])=[C:6]3[C:10]([C:11](=[O:31])[C:12]([N:14]4[CH2:19][CH2:18][N:17]([C:20]5[N:24]([C:25]6[CH:30]=[CH:29][CH:28]=[CH:27][CH:26]=6)[N:23]=[N:22][N:21]=5)[CH2:16][CH2:15]4)=[O:13])=[CH:9][NH:8][C:7]=23)[CH:43]=1.